Dataset: Forward reaction prediction with 1.9M reactions from USPTO patents (1976-2016). Task: Predict the product of the given reaction. (1) Given the reactants [O:1]1[C:5]2[CH:6]=[CH:7][C:8]([CH2:10][C:11]#N)=[CH:9][C:4]=2[O:3][CH2:2]1.Br[CH2:14][CH2:15]Cl.[OH-:17].[Na+].[OH2:19], predict the reaction product. The product is: [CH2:14]1[C:10]([C:11]([OH:19])=[O:17])([C:8]2[CH:7]=[CH:6][C:5]3[O:1][CH2:2][O:3][C:4]=3[CH:9]=2)[CH2:15]1. (2) The product is: [N:32]1([CH:38]2[CH2:43][CH2:42][N:41]([CH:18]=[C:17]3[C:16]4[C:15]([CH3:30])([C:14]5[CH:5]([O:4][C:2](=[O:3])[CH3:1])[CH2:6][C:7]6([CH3:31])[CH:8]([C:13]=5[C:21](=[O:22])[C:20]=4[OH:19])[CH2:9][CH2:10][CH:11]6[OH:12])[CH:26]([CH2:27][O:28][CH3:29])[O:25][C:23]3=[O:24])[CH2:40][CH2:39]2)[CH2:37][CH2:36][CH2:35][CH2:34][CH2:33]1. Given the reactants [CH3:1][C:2]([O:4][C@H:5]1[C:14]2[C@@:15]3([CH3:30])[C@@H:26]([CH2:27][O:28][CH3:29])[O:25][C:23](=[O:24])[C:17]4=[CH:18][O:19][C:20]([C:21](=[O:22])[C:13]=2[C@@H:8]2[CH2:9][CH2:10][C@H:11]([OH:12])[C@@:7]2([CH3:31])[CH2:6]1)=[C:16]34)=[O:3].[N:32]1([CH:38]2[CH2:43][CH2:42][NH:41][CH2:40][CH2:39]2)[CH2:37][CH2:36][CH2:35][CH2:34][CH2:33]1, predict the reaction product.